This data is from Forward reaction prediction with 1.9M reactions from USPTO patents (1976-2016). The task is: Predict the product of the given reaction. Given the reactants C[O:2][C:3](=[O:22])[C:4]1[CH:9]=[CH:8][C:7]([C:10]2[CH:15]=[CH:14][C:13](=[O:16])[N:12]([CH2:17][CH2:18][N:19]([CH3:21])[CH3:20])[N:11]=2)=[CH:6][CH:5]=1.C1COCC1.CO.[OH-].[Na+].Cl, predict the reaction product. The product is: [CH3:20][N:19]([CH3:21])[CH2:18][CH2:17][N:12]1[C:13](=[O:16])[CH:14]=[CH:15][C:10]([C:7]2[CH:6]=[CH:5][C:4]([C:3]([OH:22])=[O:2])=[CH:9][CH:8]=2)=[N:11]1.